Dataset: Full USPTO retrosynthesis dataset with 1.9M reactions from patents (1976-2016). Task: Predict the reactants needed to synthesize the given product. (1) Given the product [Cl:21][C:22]1[CH:27]=[CH:26][C:25]([C:28]2[N:33]=[C:32]([C:34]([O:49][CH:46]([CH3:48])[CH3:47])=[O:35])[CH:31]=[C:30]([F:37])[C:29]=2[F:38])=[CH:24][CH:23]=1, predict the reactants needed to synthesize it. The reactants are: ClC1C(Cl)=C(C2C=CC(Cl)=CC=2)N=C(C(Cl)=O)C=1.[F-].[K+].[Cl:21][C:22]1[CH:27]=[CH:26][C:25]([C:28]2[N:33]=[C:32]([C:34](F)=[O:35])[CH:31]=[C:30]([F:37])[C:29]=2[F:38])=[CH:24][CH:23]=1.C(N(CC)CC)C.[CH:46]([OH:49])([CH3:48])[CH3:47]. (2) Given the product [CH:25]([C:7]1[CH:6]=[C:5]([C:8]([CH3:14])([CH3:13])[C:9]([O:11][CH3:12])=[O:10])[CH:4]=[CH:3][C:2]=1[OH:1])=[O:26], predict the reactants needed to synthesize it. The reactants are: [OH:1][C:2]1[CH:7]=[CH:6][C:5]([C:8]([CH3:14])([CH3:13])[C:9]([O:11][CH3:12])=[O:10])=[CH:4][CH:3]=1.C1N2CN3CN(C2)CN1C3.[C:25](O)(C(F)(F)F)=[O:26]. (3) Given the product [F:1][C:2]1[CH:7]=[C:6]([O:8][CH:9]2[CH2:10][CH2:11][N:12]([CH2:15][CH2:16][F:17])[CH2:13][CH2:14]2)[CH:5]=[CH:4][C:3]=1[NH2:18], predict the reactants needed to synthesize it. The reactants are: [F:1][C:2]1[CH:7]=[C:6]([O:8][CH:9]2[CH2:14][CH2:13][N:12]([CH2:15][CH2:16][F:17])[CH2:11][CH2:10]2)[CH:5]=[CH:4][C:3]=1[NH:18]C(=O)C(C)(C)C.Cl.C([O-])([O-])=O.[Na+].[Na+]. (4) Given the product [CH3:15][O:8][C:7]([C:4]1[S:5][CH:6]=[C:2]([CH3:1])[CH:3]=1)=[O:9], predict the reactants needed to synthesize it. The reactants are: [CH3:1][C:2]1[CH:3]=[C:4]([C:7]([OH:9])=[O:8])[S:5][CH:6]=1.S(=O)(=O)(O)O.[CH3:15]O. (5) Given the product [CH3:17][N:18]([CH3:26])[CH:19]=[C:20]([C:4](=[O:6])[C:3]1[CH:7]=[CH:8][C:9]([F:12])=[C:10]([F:11])[C:2]=1[F:1])[C:21]([O:23][CH2:24][CH3:25])=[O:22], predict the reactants needed to synthesize it. The reactants are: [F:1][C:2]1[C:10]([F:11])=[C:9]([F:12])[CH:8]=[CH:7][C:3]=1[C:4]([OH:6])=O.S(Cl)(Cl)=O.[CH3:17][N:18]([CH3:26])[CH:19]=[CH:20][C:21]([O:23][CH2:24][CH3:25])=[O:22].C(N(CC)CC)C. (6) The reactants are: [F:1][C:2]1[CH:3]=[C:4]([CH2:9][C:10]([NH:12][C@H:13]([C:15]([OH:17])=O)[CH3:14])=[O:11])[CH:5]=[C:6]([F:8])[CH:7]=1.[NH2:18][C:19]([CH3:25])([CH3:24])[C:20]([O:22][CH3:23])=[O:21]. Given the product [F:8][C:6]1[CH:5]=[C:4]([CH2:9][C:10]([NH:12][C@H:13]([C:15]([NH:18][C:19]([CH3:25])([CH3:24])[C:20]([O:22][CH3:23])=[O:21])=[O:17])[CH3:14])=[O:11])[CH:3]=[C:2]([F:1])[CH:7]=1, predict the reactants needed to synthesize it. (7) Given the product [Br:1][C:2]1[C:7](=[O:8])[N:6]2[CH:9]=[C:10]([F:13])[CH:11]=[CH:12][C:5]2=[N:4][C:3]=1[CH:14]=[O:15], predict the reactants needed to synthesize it. The reactants are: [Br:1][C:2]1[C:7](=[O:8])[N:6]2[CH:9]=[C:10]([F:13])[CH:11]=[CH:12][C:5]2=[N:4][C:3]=1[CH2:14][OH:15]. (8) Given the product [CH3:66][O:65][C:63](=[O:64])[C@@H:59]([NH:58][C:18](=[O:19])[C:17]1[CH:16]=[CH:15][C:14]([S:13][CH2:12][C:11]2[CH:23]=[CH:24][C:8]([CH2:7][N:1]3[CH2:2][CH2:3][O:4][CH2:5][CH2:6]3)=[CH:9][CH:10]=2)=[CH:22][CH:21]=1)[C@H:60]([OH:61])[CH3:62], predict the reactants needed to synthesize it. The reactants are: [N:1]1([CH2:7][C:8]2[CH:24]=[CH:23][C:11]([CH2:12][S:13][C:14]3[CH:22]=[CH:21][C:17]([C:18](O)=[O:19])=[CH:16][CH:15]=3)=[CH:10][CH:9]=2)[CH2:6][CH2:5][O:4][CH2:3][CH2:2]1.CN(C(ON1N=NC2C=CC=NC1=2)=[N+](C)C)C.F[P-](F)(F)(F)(F)F.CCN(C(C)C)C(C)C.[NH2:58][C@H:59]([C:63]([O:65][CH3:66])=[O:64])[C@@H:60]([CH3:62])[OH:61].Cl. (9) Given the product [C:9]([C:3]1[CH:4]=[C:5]([Cl:8])[CH:6]=[CH:7][C:2]=1[NH:1][S:25]([C:22]1[CH:21]=[CH:20][C:19]([O:18][CH3:17])=[CH:24][CH:23]=1)(=[O:27])=[O:26])(=[O:10])[C:11]1[CH:12]=[CH:13][CH:14]=[CH:15][CH:16]=1, predict the reactants needed to synthesize it. The reactants are: [NH2:1][C:2]1[CH:7]=[CH:6][C:5]([Cl:8])=[CH:4][C:3]=1[C:9]([C:11]1[CH:16]=[CH:15][CH:14]=[CH:13][CH:12]=1)=[O:10].[CH3:17][O:18][C:19]1[CH:24]=[CH:23][C:22]([S:25](Cl)(=[O:27])=[O:26])=[CH:21][CH:20]=1.